From a dataset of Forward reaction prediction with 1.9M reactions from USPTO patents (1976-2016). Predict the product of the given reaction. (1) Given the reactants [I:1][C:2]1[CH:3]=[CH:4][C:5](=[N:14]S(C2C=CC(C)=CC=2)(=O)=O)[N:6]([CH:8]([C:10](=O)[CH2:11][CH3:12])[CH3:9])[CH:7]=1.FC(F)(F)C(OC(=O)C(F)(F)F)=O, predict the reaction product. The product is: [CH2:11]([C:10]1[N:14]=[C:5]2[CH:4]=[CH:3][C:2]([I:1])=[CH:7][N:6]2[C:8]=1[CH3:9])[CH3:12]. (2) Given the reactants [CH2:1]([N:8]1[C:17](=[O:18])[C:16]2[C:11](=[CH:12][CH:13]=[CH:14][CH:15]=2)[C:10]([C:19]2[C:27]3[C:22](=[CH:23][CH:24]=[CH:25][CH:26]=3)[N:21]([CH2:28][C:29]#[N:30])[C:20]=2[CH3:31])=[N:9]1)[C:2]1[CH:7]=[CH:6][CH:5]=[CH:4][CH:3]=1.[N-:32]=[N+:33]=[N-:34].[Na+], predict the reaction product. The product is: [N:30]1[NH:32][N:33]=[N:34][C:29]=1[CH2:28][N:21]1[C:22]2[C:27](=[CH:26][CH:25]=[CH:24][CH:23]=2)[C:19]([C:10]2[C:11]3[C:16](=[CH:15][CH:14]=[CH:13][CH:12]=3)[C:17](=[O:18])[N:8]([CH2:1][C:2]3[CH:7]=[CH:6][CH:5]=[CH:4][CH:3]=3)[N:9]=2)=[C:20]1[CH3:31]. (3) Given the reactants [Si]([O:8][C@H:9]1[CH2:13][C@H:12]([O:14][C:15]2[C:20]([F:21])=[CH:19][C:18]([S:22]([N:25]([CH2:32][C:33]3[CH:38]=[CH:37][C:36]([O:39][CH3:40])=[CH:35][C:34]=3[O:41][CH3:42])[C:26]3[CH:31]=[CH:30][N:29]=[CH:28][N:27]=3)(=[O:24])=[O:23])=[C:17]([F:43])[CH:16]=2)[C@@H:11]([C:44]2[N:48]([CH3:49])[N:47]=[CH:46][CH:45]=2)[CH2:10]1)(C(C)(C)C)(C)C.[F-].C([N+](CCCC)(CCCC)CCCC)CCC, predict the reaction product. The product is: [CH3:42][O:41][C:34]1[CH:35]=[C:36]([O:39][CH3:40])[CH:37]=[CH:38][C:33]=1[CH2:32][N:25]([C:26]1[CH:31]=[CH:30][N:29]=[CH:28][N:27]=1)[S:22]([C:18]1[CH:19]=[C:20]([F:21])[C:15]([O:14][C@H:12]2[CH2:13][C@H:9]([OH:8])[CH2:10][C@@H:11]2[C:44]2[N:48]([CH3:49])[N:47]=[CH:46][CH:45]=2)=[CH:16][C:17]=1[F:43])(=[O:23])=[O:24]. (4) The product is: [F:18][C:12]1[CH:13]=[C:14]([F:17])[CH:15]=[CH:16][C:11]=1[C:8]1[N:6]2[CH:7]=[C:2]([C:30]3[N:26]([C:23]4[CH:24]=[CH:25][C:20]([F:19])=[CH:21][CH:22]=4)[N:27]=[CH:28][CH:29]=3)[CH:3]=[CH:4][C:5]2=[N:10][CH:9]=1. Given the reactants Br[C:2]1[CH:3]=[CH:4][C:5]2[N:6]([C:8]([C:11]3[CH:16]=[CH:15][C:14]([F:17])=[CH:13][C:12]=3[F:18])=[CH:9][N:10]=2)[CH:7]=1.[F:19][C:20]1[CH:25]=[CH:24][C:23]([N:26]2[C:30](B3OC(C)(C)C(C)(C)O3)=[CH:29][CH:28]=[N:27]2)=[CH:22][CH:21]=1, predict the reaction product. (5) Given the reactants CS(O[CH2:6][CH2:7][C:8]1[O:9][C:10]2[CH:16]=[CH:15][C:14]([C:17]3[CH:22]=[CH:21][C:20]([C:23]([N:25]4[CH2:30][CH2:29][O:28][CH2:27][CH2:26]4)=[O:24])=[CH:19][N:18]=3)=[CH:13][C:11]=2[CH:12]=1)(=O)=O.[CH2:31]([NH2:34])[CH:32]=[CH2:33], predict the reaction product. The product is: [CH2:31]([NH:34][CH2:6][CH2:7][C:8]1[O:9][C:10]2[CH:16]=[CH:15][C:14]([C:17]3[CH:22]=[CH:21][C:20]([C:23]([N:25]4[CH2:26][CH2:27][O:28][CH2:29][CH2:30]4)=[O:24])=[CH:19][N:18]=3)=[CH:13][C:11]=2[CH:12]=1)[CH:32]=[CH2:33]. (6) Given the reactants [Cl:1][C:2]1[C:10]2[C:5](=[CH:6][C:7]([C:11]([NH:13][CH:14]([C:24]3[CH:29]=[CH:28][CH:27]=[CH:26][C:25]=3[F:30])[CH2:15][O:16][CH2:17][CH:18]3[CH2:23][CH2:22][NH:21][CH2:20][CH2:19]3)=[O:12])=[CH:8][CH:9]=2)[NH:4][CH:3]=1.[CH2:31]=O, predict the reaction product. The product is: [Cl:1][C:2]1[C:10]2[C:5](=[CH:6][C:7]([C:11]([NH:13][CH:14]([C:24]3[CH:29]=[CH:28][CH:27]=[CH:26][C:25]=3[F:30])[CH2:15][O:16][CH2:17][CH:18]3[CH2:23][CH2:22][N:21]([CH3:31])[CH2:20][CH2:19]3)=[O:12])=[CH:8][CH:9]=2)[NH:4][CH:3]=1. (7) The product is: [N:22]1([C:13]2[C@:12]3([CH3:31])[CH:16]([CH:17]4[CH:9]([CH2:10][CH2:11]3)[C@:8]3([CH3:32])[C@@H:20]([CH2:21][C@H:5]([OH:4])[CH2:6][CH2:7]3)[CH2:19][CH2:18]4)[CH2:15][CH:14]=2)[C:26]2[CH:27]=[CH:28][CH:29]=[CH:30][C:25]=2[N:24]=[CH:23]1. Given the reactants C([O:4][C@H:5]1[CH2:21][C@@H:20]2[C@@:8]([CH3:32])([CH:9]3[CH:17]([CH2:18][CH2:19]2)[CH:16]2[C@@:12]([CH3:31])([C:13]([N:22]4[C:26]5[CH:27]=[CH:28][CH:29]=[CH:30][C:25]=5[N:24]=[CH:23]4)=[CH:14][CH2:15]2)[CH2:11][CH2:10]3)[CH2:7][CH2:6]1)(=O)C.[OH-].[K+], predict the reaction product. (8) Given the reactants Br[C:2]1[CH:3]=[C:4]2[C:8](=[CH:9][CH:10]=1)[NH:7][N:6]=[C:5]2[C:11]1[N:12]=[N:13][N:14]([C:16]2[CH:21]=[CH:20][C:19]([C:22]([N:24]3[CH2:29][CH2:28][O:27][CH2:26][CH2:25]3)=[O:23])=[CH:18][CH:17]=2)[CH:15]=1.[CH2:30]([N:37]1[CH2:42][CH:41]=[C:40](B2OC(C)(C)C(C)(C)O2)[CH2:39][CH2:38]1)[C:31]1[CH:36]=[CH:35][CH:34]=[CH:33][CH:32]=1.Cl.C(=O)([O-])[O-].[K+].[K+], predict the reaction product. The product is: [CH2:30]([N:37]1[CH2:38][CH:39]=[C:40]([C:2]2[CH:3]=[C:4]3[C:8](=[CH:9][CH:10]=2)[NH:7][N:6]=[C:5]3[C:11]2[N:12]=[N:13][N:14]([C:16]3[CH:21]=[CH:20][C:19]([C:22]([N:24]4[CH2:25][CH2:26][O:27][CH2:28][CH2:29]4)=[O:23])=[CH:18][CH:17]=3)[CH:15]=2)[CH2:41][CH2:42]1)[C:31]1[CH:36]=[CH:35][CH:34]=[CH:33][CH:32]=1.